This data is from Catalyst prediction with 721,799 reactions and 888 catalyst types from USPTO. The task is: Predict which catalyst facilitates the given reaction. (1) Reactant: [F:1][C:2]1[CH:7]=[CH:6][C:5]([Mg]Br)=[CH:4][CH:3]=1.[F:10][C:11]1[CH:18]=[CH:17][C:14]([CH:15]=[O:16])=[CH:13][C:12]=1I.C(=O)=O.CC(C)=O.C([Mg]Cl)(C)C.[F:32][C:33]([F:41])([F:40])[C:34](N(OC)C)=[O:35]. Product: [F:32][C:33]([F:41])([F:40])[C:34]([C:12]1[CH:13]=[C:14]([CH:15]([C:5]2[CH:6]=[CH:7][C:2]([F:1])=[CH:3][CH:4]=2)[OH:16])[CH:17]=[CH:18][C:11]=1[F:10])=[O:35]. The catalyst class is: 1. (2) Reactant: [CH:1]1([C:11]([O:13]C)=[O:12])[CH2:6][CH2:5][CH2:4][CH:3]([C:7]([O:9][CH3:10])=[O:8])[CH2:2]1.[OH-].[Na+]. Product: [CH3:10][O:9][C:7]([CH:3]1[CH2:4][CH2:5][CH2:6][CH:1]([C:11]([OH:13])=[O:12])[CH2:2]1)=[O:8]. The catalyst class is: 5. (3) Reactant: [CH3:1][C:2]1([OH:12])[CH:9]2[CH2:10][CH:5]3[CH2:6][CH:7]([CH2:11][CH:3]1[CH2:4]3)[CH2:8]2.C(N(CC)CC)C.[F:20][C:21]([F:28])([F:27])[C:22](=[CH2:26])[C:23](Cl)=[O:24]. Product: [F:20][C:21]([F:28])([F:27])[C:22](=[CH2:26])[C:23]([O:12][C:2]1([CH3:1])[CH:3]2[CH2:11][CH:7]3[CH2:6][CH:5]([CH2:10][CH:9]1[CH2:8]3)[CH2:4]2)=[O:24]. The catalyst class is: 7. (4) Reactant: [H-].[Na+].[CH3:3][C:4]1[CH:9]=[C:8]([C:10]2[CH:11]=[CH:12][C:13]3[N:20]4[CH2:21][C@H:16]([CH2:17][CH2:18][CH2:19]4)[NH:15][C:14]=3[N:22]=2)[CH:7]=[CH:6][N:5]=1.[N:23]1[CH:28]=[CH:27][CH:26]=[CH:25][C:24]=1[N:29]1C(=O)N2C=CC=CC2=N[C:30]1=[O:40]. Product: [CH3:3][C:4]1[CH:9]=[C:8]([C:10]2[CH:11]=[CH:12][C:13]3[N:20]4[CH2:21][C@H:16]([CH2:17][CH2:18][CH2:19]4)[N:15]([C:30]([NH:29][C:24]4[CH:25]=[CH:26][CH:27]=[CH:28][N:23]=4)=[O:40])[C:14]=3[N:22]=2)[CH:7]=[CH:6][N:5]=1. The catalyst class is: 7. (5) Reactant: C([O-])([O-])=O.[Cs+].[Cs+].[Na+].[I-].[O:9]=[C:10]([NH:21][C@@H:22]1[C:28](=[O:29])[NH:27][C:26]2[CH:30]=[CH:31][CH:32]=[CH:33][C:25]=2[CH2:24][CH2:23]1)[C@@H:11]([NH:13][C:14](=[O:20])[O:15][C:16]([CH3:19])([CH3:18])[CH3:17])[CH3:12].[Br:34][C:35]1[CH:36]=[C:37]2[C:42](=[CH:43][CH:44]=1)[C:41]([CH2:45]Cl)=[C:40]([O:47][CH3:48])[CH:39]=[CH:38]2. Product: [Br:34][C:35]1[CH:36]=[C:37]2[C:42](=[CH:43][CH:44]=1)[C:41]([CH2:45][N:27]1[C:28](=[O:29])[C@@H:22]([NH:21][C:10](=[O:9])[C@@H:11]([NH:13][C:14](=[O:20])[O:15][C:16]([CH3:19])([CH3:18])[CH3:17])[CH3:12])[CH2:23][CH2:24][C:25]3[CH:33]=[CH:32][CH:31]=[CH:30][C:26]1=3)=[C:40]([O:47][CH3:48])[CH:39]=[CH:38]2. The catalyst class is: 163.